From a dataset of NCI-60 drug combinations with 297,098 pairs across 59 cell lines. Regression. Given two drug SMILES strings and cell line genomic features, predict the synergy score measuring deviation from expected non-interaction effect. (1) Drug 1: CC1=C(C=C(C=C1)NC(=O)C2=CC=C(C=C2)CN3CCN(CC3)C)NC4=NC=CC(=N4)C5=CN=CC=C5. Drug 2: C1C(C(OC1N2C=NC(=NC2=O)N)CO)O. Cell line: MCF7. Synergy scores: CSS=5.64, Synergy_ZIP=-3.08, Synergy_Bliss=-1.58, Synergy_Loewe=-0.220, Synergy_HSA=0.725. (2) Drug 1: C1=CC(=CC=C1CCC2=CNC3=C2C(=O)NC(=N3)N)C(=O)NC(CCC(=O)O)C(=O)O. Drug 2: CN(C)N=NC1=C(NC=N1)C(=O)N. Cell line: SF-539. Synergy scores: CSS=31.0, Synergy_ZIP=-0.761, Synergy_Bliss=-2.16, Synergy_Loewe=-12.1, Synergy_HSA=-0.927. (3) Drug 1: CC12CCC(CC1=CCC3C2CCC4(C3CC=C4C5=CN=CC=C5)C)O. Drug 2: CC1CCC2CC(C(=CC=CC=CC(CC(C(=O)C(C(C(=CC(C(=O)CC(OC(=O)C3CCCCN3C(=O)C(=O)C1(O2)O)C(C)CC4CCC(C(C4)OC)OCCO)C)C)O)OC)C)C)C)OC. Cell line: TK-10. Synergy scores: CSS=19.3, Synergy_ZIP=6.69, Synergy_Bliss=3.22, Synergy_Loewe=-4.28, Synergy_HSA=3.45. (4) Drug 1: CC(C1=C(C=CC(=C1Cl)F)Cl)OC2=C(N=CC(=C2)C3=CN(N=C3)C4CCNCC4)N. Drug 2: C1CC(C1)(C(=O)O)C(=O)O.[NH2-].[NH2-].[Pt+2]. Cell line: UACC62. Synergy scores: CSS=36.0, Synergy_ZIP=-9.15, Synergy_Bliss=-0.716, Synergy_Loewe=-2.51, Synergy_HSA=0.228. (5) Drug 1: CC1C(C(=O)NC(C(=O)N2CCCC2C(=O)N(CC(=O)N(C(C(=O)O1)C(C)C)C)C)C(C)C)NC(=O)C3=C4C(=C(C=C3)C)OC5=C(C(=O)C(=C(C5=N4)C(=O)NC6C(OC(=O)C(N(C(=O)CN(C(=O)C7CCCN7C(=O)C(NC6=O)C(C)C)C)C)C(C)C)C)N)C. Drug 2: CC1=C2C(C(=O)C3(C(CC4C(C3C(C(C2(C)C)(CC1OC(=O)C(C(C5=CC=CC=C5)NC(=O)OC(C)(C)C)O)O)OC(=O)C6=CC=CC=C6)(CO4)OC(=O)C)O)C)O. Cell line: U251. Synergy scores: CSS=9.65, Synergy_ZIP=-5.94, Synergy_Bliss=-3.53, Synergy_Loewe=-5.10, Synergy_HSA=-1.98. (6) Drug 1: CC(C)(C#N)C1=CC(=CC(=C1)CN2C=NC=N2)C(C)(C)C#N. Drug 2: C1CN(P(=O)(OC1)NCCCl)CCCl. Cell line: T-47D. Synergy scores: CSS=-3.18, Synergy_ZIP=3.73, Synergy_Bliss=5.16, Synergy_Loewe=-2.94, Synergy_HSA=-1.34. (7) Cell line: EKVX. Drug 2: C(CC(=O)O)C(=O)CN.Cl. Synergy scores: CSS=1.81, Synergy_ZIP=-5.82, Synergy_Bliss=-4.41, Synergy_Loewe=-9.06, Synergy_HSA=-3.46. Drug 1: CC1=C2C(C(=O)C3(C(CC4C(C3C(C(C2(C)C)(CC1OC(=O)C(C(C5=CC=CC=C5)NC(=O)C6=CC=CC=C6)O)O)OC(=O)C7=CC=CC=C7)(CO4)OC(=O)C)O)C)OC(=O)C. (8) Drug 1: C1CC(=O)NC(=O)C1N2C(=O)C3=CC=CC=C3C2=O. Drug 2: COCCOC1=C(C=C2C(=C1)C(=NC=N2)NC3=CC=CC(=C3)C#C)OCCOC.Cl. Cell line: OVCAR-4. Synergy scores: CSS=0.777, Synergy_ZIP=-0.954, Synergy_Bliss=-1.82, Synergy_Loewe=-4.26, Synergy_HSA=-3.14. (9) Drug 1: CCC1=C2CN3C(=CC4=C(C3=O)COC(=O)C4(CC)O)C2=NC5=C1C=C(C=C5)O. Drug 2: C(CCl)NC(=O)N(CCCl)N=O. Cell line: UO-31. Synergy scores: CSS=28.1, Synergy_ZIP=-7.96, Synergy_Bliss=-0.473, Synergy_Loewe=-84.0, Synergy_HSA=-2.26.